This data is from Forward reaction prediction with 1.9M reactions from USPTO patents (1976-2016). The task is: Predict the product of the given reaction. Given the reactants CC(C)([O-])C.[K+].[OH:7][CH:8]1[CH2:13][CH2:12][CH:11]([C:14]([O:16][CH2:17][CH3:18])=[O:15])[CH2:10][CH2:9]1.F[C:20]1[CH:25]=[CH:24][C:23]([N+:26]([O-:28])=[O:27])=[CH:22][N:21]=1, predict the reaction product. The product is: [N+:26]([C:23]1[CH:24]=[CH:25][C:20]([O:7][CH:8]2[CH2:9][CH2:10][CH:11]([C:14]([O:16][CH2:17][CH3:18])=[O:15])[CH2:12][CH2:13]2)=[N:21][CH:22]=1)([O-:28])=[O:27].